Dataset: Catalyst prediction with 721,799 reactions and 888 catalyst types from USPTO. Task: Predict which catalyst facilitates the given reaction. (1) Reactant: [F:1][C:2]1[CH:9]=[C:8]([F:10])[CH:7]=[CH:6][C:3]=1[CH:4]=O.[C:11]([O:17][CH2:18][CH2:19][O:20][CH3:21])(=[O:16])[CH2:12][C:13]([CH3:15])=[O:14].N1CCCCC1.C(O)(=O)C. Product: [C:13]([C:12](=[CH:4][C:3]1[CH:6]=[CH:7][C:8]([F:10])=[CH:9][C:2]=1[F:1])[C:11]([O:17][CH2:18][CH2:19][O:20][CH3:21])=[O:16])(=[O:14])[CH3:15]. The catalyst class is: 32. (2) Reactant: C(OC(=O)[NH:7][C:8]1[N:13]=[CH:12][C:11]([C:14]2[N:15]=[C:16]([N:31]3[CH2:36][CH2:35][O:34][CH2:33][CH2:32]3)[C:17]3[N:23]=[CH:22][C:21]([C:24]4[CH:29]=[CH:28][CH:27]=[C:26]([NH2:30])[CH:25]=4)=[CH:20][C:18]=3[N:19]=2)=[CH:10][N:9]=1)(C)(C)C.C(Cl)Cl.F[C:42](F)(F)[C:43](O)=[O:44].CO. Product: [NH2:7][C:8]1[N:13]=[CH:12][C:11]([C:14]2[N:15]=[C:16]([N:31]3[CH2:36][CH2:35][O:34][CH2:33][CH2:32]3)[C:17]3[N:23]=[CH:22][C:21]([C:24]4[CH:25]=[C:26]([NH:30][C:43](=[O:44])[CH3:42])[CH:27]=[CH:28][CH:29]=4)=[CH:20][C:18]=3[N:19]=2)=[CH:10][N:9]=1. The catalyst class is: 22. (3) Reactant: [SH2:1].[C:2]([C:4]1[CH:5]=[N:6][CH:7]=[CH:8][C:9]=1[O:10][CH3:11])#[N:3].C(N(CC)CC)C. Product: [CH3:11][O:10][C:9]1[CH:8]=[CH:7][N:6]=[CH:5][C:4]=1[C:2](=[S:1])[NH2:3]. The catalyst class is: 8. (4) Reactant: [CH:1]1[C:10]2[C:5](=[CH:6][CH:7]=[CH:8][CH:9]=2)[CH:4]=[CH:3][C:2]=1[S:11]([CH2:14][S:15]([C:18]([F:21])([F:20])[F:19])(=[O:17])=[O:16])(=[O:13])=[O:12].S([N:32]=[N+:33]=[N-])(C1C=CC(C)=CC=1)(=O)=O.C(N(CC)CC)C.O. Product: [CH:1]1[C:10]2[C:5](=[CH:6][CH:7]=[CH:8][CH:9]=2)[CH:4]=[CH:3][C:2]=1[S:11]([C:14]([S:15]([C:18]([F:21])([F:19])[F:20])(=[O:16])=[O:17])=[N+:32]=[N-:33])(=[O:13])=[O:12]. The catalyst class is: 245. (5) Reactant: [CH3:1][N:2]1[C:6]2[CH:7]=[CH:8][CH:9]=[CH:10][C:5]=2[N:4]=[C:3]1[NH:11][C:12]1[CH:26]=[CH:25][C:15]([O:16][C:17]2[N:24]=[CH:23][CH:22]=[CH:21][C:18]=2[CH:19]=O)=[CH:14][CH:13]=1.[NH:27]1[CH2:32][CH2:31][O:30][CH2:29][CH2:28]1.C(O[BH-](OC(=O)C)OC(=O)C)(=O)C.[Na+]. Product: [CH3:1][N:2]1[C:6]2[CH:7]=[CH:8][CH:9]=[CH:10][C:5]=2[N:4]=[C:3]1[NH:11][C:12]1[CH:13]=[CH:14][C:15]([O:16][C:17]2[C:18]([CH2:19][N:27]3[CH2:32][CH2:31][O:30][CH2:29][CH2:28]3)=[CH:21][CH:22]=[CH:23][N:24]=2)=[CH:25][CH:26]=1. The catalyst class is: 2. (6) Reactant: [Si:1]([O:8][CH:9]1[CH2:14][CH2:13][CH:12]([CH2:15][C:16]([O-:18])=[O:17])[CH2:11][CH2:10]1)([C:4]([CH3:7])([CH3:6])[CH3:5])([CH3:3])[CH3:2].[OH-].[Na+].OS([O-])(=O)=O.[K+]. Product: [C:4]([Si:1]([CH3:2])([CH3:3])[O:8][CH:9]1[CH2:14][CH2:13][CH:12]([CH2:15][C:16]([OH:18])=[O:17])[CH2:11][CH2:10]1)([CH3:7])([CH3:6])[CH3:5]. The catalyst class is: 170. (7) Reactant: [CH2:1]([NH:8][C:9](=[O:38])[C:10]1[CH:15]=[CH:14][C:13]([C:16]2[C:21]([NH:22][C:23](=[O:28])[C:24]([CH3:27])([CH3:26])[CH3:25])=[N:20][CH:19]=[C:18]([C@@H:29]3[CH2:34][CH2:33][CH2:32][C@@H:31]([S:35][CH3:36])[CH2:30]3)[N:17]=2)=[CH:12][C:11]=1[F:37])[C:2]1[CH:7]=[CH:6][CH:5]=[CH:4][CH:3]=1.OOS([O-])=O.[K+].S([O-])([O-])(=O)=S.[Na+].[Na+].[OH-:52].[Na+].C[OH:55]. Product: [CH2:1]([NH:8][C:9](=[O:38])[C:10]1[CH:15]=[CH:14][C:13]([C:16]2[C:21]([NH:22][C:23](=[O:28])[C:24]([CH3:27])([CH3:26])[CH3:25])=[N:20][CH:19]=[C:18]([C@@H:29]3[CH2:34][CH2:33][CH2:32][C@@H:31]([S:35]([CH3:36])(=[O:55])=[O:52])[CH2:30]3)[N:17]=2)=[CH:12][C:11]=1[F:37])[C:2]1[CH:3]=[CH:4][CH:5]=[CH:6][CH:7]=1. The catalyst class is: 238. (8) Reactant: [Cl:1][C:2]1[CH:7]=[CH:6][C:5]([C:8]([CH3:13])([CH3:12])[C:9]([OH:11])=O)=[CH:4][C:3]=1[O:14][CH3:15].Cl.[CH3:17][NH:18][O:19][CH3:20].CCN=C=NCCCN(C)C. Product: [Cl:1][C:2]1[CH:7]=[CH:6][C:5]([C:8]([CH3:13])([CH3:12])[C:9]([N:18]([O:19][CH3:20])[CH3:17])=[O:11])=[CH:4][C:3]=1[O:14][CH3:15]. The catalyst class is: 64. (9) Reactant: [CH2:1]([O:4][C:5]1([CH3:49])[CH2:10][CH2:9][N:8]([C:11]2[N:16]3[N:17]=[C:18]([C:20](=[O:36])[NH:21][CH2:22][C:23](=O)[CH2:24][C:25]4[CH:30]=[CH:29][CH:28]=[CH:27][C:26]=4[O:31][CH2:32][CH:33]=[CH2:34])[CH:19]=[C:15]3[N:14]=[C:13]([CH3:37])[C:12]=2[C@H:38]([O:44][C:45]([CH3:48])([CH3:47])[CH3:46])[C:39]([O:41][CH2:42][CH3:43])=[O:40])[CH2:7][CH2:6]1)[CH:2]=[CH2:3].C1C=CC(P(C2C=CC=CC=2)C2C=CC=CC=2)=CC=1.ClC(Cl)(Cl)C(Cl)(Cl)Cl. Product: [CH2:1]([O:4][C:5]1([CH3:49])[CH2:10][CH2:9][N:8]([C:11]2[N:16]3[N:17]=[C:18]([C:20]4[O:36][C:23]([CH2:24][C:25]5[CH:30]=[CH:29][CH:28]=[CH:27][C:26]=5[O:31][CH2:32][CH:33]=[CH2:34])=[CH:22][N:21]=4)[CH:19]=[C:15]3[N:14]=[C:13]([CH3:37])[C:12]=2[C@H:38]([O:44][C:45]([CH3:47])([CH3:48])[CH3:46])[C:39]([O:41][CH2:42][CH3:43])=[O:40])[CH2:7][CH2:6]1)[CH:2]=[CH2:3]. The catalyst class is: 2. (10) Reactant: C(OC([N:8]1[C:16]2[C:11](=[CH:12][C:13]([O:17][P:18]([O:26][CH3:27])([C:20]3[CH:25]=[CH:24][CH:23]=[CH:22][CH:21]=3)=[O:19])=[CH:14][CH:15]=2)[C:10](I)=[N:9]1)=O)(C)(C)C.[S:29]1[C:33](B(O)O)=[CH:32][C:31]2[CH:37]=[CH:38][CH:39]=[CH:40][C:30]1=2.C(=O)([O-])[O-].[Cs+].[Cs+]. Product: [CH3:27][O:26][P:18]([C:20]1[CH:21]=[CH:22][CH:23]=[CH:24][CH:25]=1)(=[O:19])[O:17][C:13]1[CH:12]=[C:11]2[C:16](=[CH:15][CH:14]=1)[NH:8][N:9]=[C:10]2[C:33]1[S:29][C:30]2[CH:40]=[CH:39][CH:38]=[CH:37][C:31]=2[CH:32]=1. The catalyst class is: 9.